Dataset: Forward reaction prediction with 1.9M reactions from USPTO patents (1976-2016). Task: Predict the product of the given reaction. (1) Given the reactants [C:1]1([CH3:12])[CH:6]=[CH:5][C:4]([O:7][CH2:8][C:9]([OH:11])=O)=[CH:3][CH:2]=1.[NH2:13][C:14]1[CH:15]=[C:16]([CH:20]=[CH:21][N:22]=1)[C:17]([NH2:19])=[O:18].CCN(C(C)C)C(C)C.C1CN([P+](ON2N=NC3C=CC=CC2=3)(N2CCCC2)N2CCCC2)CC1.F[P-](F)(F)(F)(F)F, predict the reaction product. The product is: [C:1]1([CH3:12])[CH:2]=[CH:3][C:4]([O:7][CH2:8][C:9]([NH:13][C:14]2[CH:15]=[C:16]([CH:20]=[CH:21][N:22]=2)[C:17]([NH2:19])=[O:18])=[O:11])=[CH:5][CH:6]=1. (2) Given the reactants [OH:1][C:2]1[CH:7]=[CH:6][C:5](/[CH:8]=[CH:9]/[C:10]([OH:12])=[O:11])=[CH:4][CH:3]=1.[OH-].[K+].[CH3:15][CH2:16][O:17][C:18](Cl)=[O:19].Cl, predict the reaction product. The product is: [CH2:16]([O:17][C:18]([O:1][C:2]1[CH:3]=[CH:4][C:5](/[CH:8]=[CH:9]/[C:10]([OH:12])=[O:11])=[CH:6][CH:7]=1)=[O:19])[CH3:15].